This data is from Full USPTO retrosynthesis dataset with 1.9M reactions from patents (1976-2016). The task is: Predict the reactants needed to synthesize the given product. (1) The reactants are: [NH2:1][C:2]1[CH:7]=[CH:6][CH:5]=[CH:4][C:3]=1[NH:8][C:9](=[O:28])[C:10]1[CH:15]=[CH:14][C:13]([CH2:16][N:17]2[CH2:25][C:24]3[C:19](=[CH:20][CH:21]=[CH:22][C:23]=3Br)[C:18]2=[O:27])=[CH:12][CH:11]=1.NC1C=CC=CC=1NC(=O)C1C=CC(CN2CC3C(=CC(OC)=C(OC)C=3Br)C2=O)=CC=1.B(O)(O)[C:62]1[CH:67]=[N:66][CH:65]=[N:64][CH:63]=1. Given the product [NH2:1][C:2]1[CH:7]=[CH:6][CH:5]=[CH:4][C:3]=1[NH:8][C:9](=[O:28])[C:10]1[CH:15]=[CH:14][C:13]([CH2:16][N:17]2[CH2:25][C:24]3[C:19](=[CH:20][CH:21]=[CH:22][C:23]=3[C:62]3[CH:63]=[N:64][CH:65]=[N:66][CH:67]=3)[C:18]2=[O:27])=[CH:12][CH:11]=1, predict the reactants needed to synthesize it. (2) Given the product [CH2:2]([B:13]([OH:14])[OH:12])[CH2:3][CH2:4][CH2:5][CH2:6][CH2:7][CH:8]=[CH2:9].[C:18]12([OH:29])[CH2:26][CH:22]([C:23]1([CH3:25])[CH3:24])[CH2:21][CH2:20][C:19]2([OH:28])[CH3:27], predict the reactants needed to synthesize it. The reactants are: Br[CH2:2][CH2:3][CH2:4][CH2:5][CH2:6][CH2:7][CH:8]=[CH2:9].[Br-].C[O:12][B:13](OC)[O:14]C.[C:18]12([OH:29])[CH2:26][CH:22]([C:23]1([CH3:25])[CH3:24])[CH2:21][CH2:20][C:19]2([OH:28])[CH3:27]. (3) Given the product [NH2:8][C:9]1[S:13][C:12]([C:14]2[C:19]([F:20])=[CH:18][CH:17]=[CH:16][C:15]=2[F:21])=[N:11][C:10]=1[C:22]([NH:24][C:25]1[C:26]([N:35]2[CH2:40][CH2:39][CH2:38][C@H:37]([NH2:41])[CH2:36]2)=[C:27]2[CH2:33][CH2:32][C:31](=[O:34])[C:28]2=[N:29][CH:30]=1)=[O:23], predict the reactants needed to synthesize it. The reactants are: C(OC([NH:8][C:9]1[S:13][C:12]([C:14]2[C:19]([F:20])=[CH:18][CH:17]=[CH:16][C:15]=2[F:21])=[N:11][C:10]=1[C:22]([NH:24][C:25]1[C:26]([N:35]2[CH2:40][CH2:39][CH2:38][C@H:37]([NH:41]C(=O)OC(C)(C)C)[CH2:36]2)=[C:27]2[CH2:33][CH2:32][C:31](=[O:34])[C:28]2=[N:29][CH:30]=1)=[O:23])=O)(C)(C)C.C(O)(C(F)(F)F)=O. (4) Given the product [CH3:9][C@H:8]1[CH2:7][CH2:6][CH2:5][N:4]([C:10]([O:12][CH2:13][CH:14]=[CH2:15])=[O:11])[C@H:3]1[CH2:2][NH:1][C:17]1[CH:22]=[CH:21][C:20]([C:23]([F:26])([F:25])[F:24])=[CH:19][N:18]=1, predict the reactants needed to synthesize it. The reactants are: [NH2:1][CH2:2][C@H:3]1[C@@H:8]([CH3:9])[CH2:7][CH2:6][CH2:5][N:4]1[C:10]([O:12][CH2:13][CH:14]=[CH2:15])=[O:11].Cl[C:17]1[CH:22]=[CH:21][C:20]([C:23]([F:26])([F:25])[F:24])=[CH:19][N:18]=1.C([O-])([O-])=O.[Cs+].[Cs+]. (5) Given the product [CH3:31][NH:32][CH2:2][C:3]([N:5]([C:25]1[CH:30]=[CH:29][CH:28]=[CH:27][CH:26]=1)[C:6]1[CH:14]=[CH:13][CH:12]=[C:11]2[C:7]=1[CH:8]=[CH:9][N:10]2[Si:15]([CH:22]([CH3:24])[CH3:23])([CH:19]([CH3:21])[CH3:20])[CH:16]([CH3:18])[CH3:17])=[O:4], predict the reactants needed to synthesize it. The reactants are: Cl[CH2:2][C:3]([N:5]([C:25]1[CH:30]=[CH:29][CH:28]=[CH:27][CH:26]=1)[C:6]1[CH:14]=[CH:13][CH:12]=[C:11]2[C:7]=1[CH:8]=[CH:9][N:10]2[Si:15]([CH:22]([CH3:24])[CH3:23])([CH:19]([CH3:21])[CH3:20])[CH:16]([CH3:18])[CH3:17])=[O:4].[CH3:31][NH2:32]. (6) The reactants are: [H-].[Na+].[CH3:3][O:4][C:5]1[C:6]([NH2:11])=[N:7][CH:8]=[CH:9][N:10]=1.[Cl:12][C:13]1[C:18]([Cl:19])=[C:17]([F:20])[CH:16]=[CH:15][C:14]=1[S:21](Cl)(=[O:23])=[O:22]. Given the product [Cl:12][C:13]1[C:18]([Cl:19])=[C:17]([F:20])[CH:16]=[CH:15][C:14]=1[S:21]([NH:11][C:6]1[C:5]([O:4][CH3:3])=[N:10][CH:9]=[CH:8][N:7]=1)(=[O:23])=[O:22], predict the reactants needed to synthesize it. (7) Given the product [C:12]1([CH2:11][N:8]2[CH2:9][CH2:10][C@H:6]([C:18]#[N:19])[CH2:7]2)[CH:17]=[CH:16][CH:15]=[CH:14][CH:13]=1, predict the reactants needed to synthesize it. The reactants are: CS(O[C@@H:6]1[CH2:10][CH2:9][N:8]([CH2:11][C:12]2[CH:17]=[CH:16][CH:15]=[CH:14][CH:13]=2)[CH2:7]1)(=O)=O.[C-:18]#[N:19]. (8) The reactants are: Br[C:2]1[CH:3]=[C:4]2[C:9](=[C:10]3[CH:15]=[CH:14][CH:13]=[CH:12][C:11]=13)[N:8]=[CH:7][N:6]([C@H:16]1[CH2:21][CH2:20][CH2:19][CH2:18][C@@H:17]1[OH:22])[C:5]2=[O:23].[B:24]1([B:24]2[O:28][C:27]([CH3:30])([CH3:29])[C:26]([CH3:32])([CH3:31])[O:25]2)[O:28][C:27]([CH3:30])([CH3:29])[C:26]([CH3:32])([CH3:31])[O:25]1.C([O-])(=O)C.[K+].C(Cl)Cl. Given the product [OH:22][C@H:17]1[CH2:18][CH2:19][CH2:20][CH2:21][C@@H:16]1[N:6]1[C:5](=[O:23])[C:4]2[C:9](=[C:10]3[CH:15]=[CH:14][CH:13]=[CH:12][C:11]3=[C:2]([B:24]3[O:28][C:27]([CH3:30])([CH3:29])[C:26]([CH3:32])([CH3:31])[O:25]3)[CH:3]=2)[N:8]=[CH:7]1, predict the reactants needed to synthesize it. (9) The reactants are: [N+:1]([C:4]1[CH:9]=[CH:8][CH:7]=[CH:6][C:5]=1[CH:10]=[CH:11][C:12](OCC)=[O:13])([O-])=O.[H-].C([Al+]CC(C)C)C(C)C.[OH-].[Na+].S([O-])([O-])(=O)=O.[Mg+2]. Given the product [NH2:1][C:4]1[CH:9]=[CH:8][CH:7]=[CH:6][C:5]=1[CH2:10][CH2:11][CH2:12][OH:13], predict the reactants needed to synthesize it. (10) Given the product [C:5]([C:4]1[CH:3]=[C:2]([C:15]2[CH:14]=[C:13]3[C:18](=[CH:17][CH:16]=2)[NH:10][C:11](=[O:26])[C:12]23[CH2:22][CH2:21][CH2:20][CH2:19]2)[CH:9]=[CH:8][CH:7]=1)#[N:6], predict the reactants needed to synthesize it. The reactants are: Br[C:2]1[CH:3]=[C:4]([CH:7]=[CH:8][CH:9]=1)[C:5]#[N:6].[NH:10]1[C:18]2[C:13](=[CH:14][CH:15]=[CH:16][CH:17]=2)[C:12]2([CH:22](B(O)O)[CH2:21][CH2:20][CH2:19]2)[C:11]1=[O:26].C(=O)([O-])[O-].[Na+].[Na+].[OH-].[Na+].